From a dataset of Full USPTO retrosynthesis dataset with 1.9M reactions from patents (1976-2016). Predict the reactants needed to synthesize the given product. (1) The reactants are: [F:1][C:2]([F:7])([F:6])[C:3]([OH:5])=[O:4].[NH2:8][CH2:9][C:10]1[C:11]([C:15]2[N:19]([C:20]3[CH:25]=[CH:24][C:23]([F:26])=[C:22]([Cl:27])[CH:21]=3)C(=O)[O:17][N:16]=2)=[N:12][O:13][N:14]=1.[N:29]([C:32]([CH3:35])([CH3:34])[CH3:33])=[C:30]=[O:31].[OH-].[Na+]. Given the product [F:1][C:2]([F:7])([F:6])[C:3]([OH:5])=[O:4].[C:32]([NH:29][C:30]([NH:8][CH2:9][C:10]1[C:11]([C:15](=[N:16][OH:17])[NH:19][C:20]2[CH:25]=[CH:24][C:23]([F:26])=[C:22]([Cl:27])[CH:21]=2)=[N:12][O:13][N:14]=1)=[O:31])([CH3:35])([CH3:34])[CH3:33], predict the reactants needed to synthesize it. (2) Given the product [Na+:29].[CH:1]([N:4]1[C:8]([C:9]2[CH:14]=[CH:13][N:12]=[C:11]([NH:15][C:16]3[CH:26]=[CH:25][C:19]([C:20]([O-:22])=[O:21])=[CH:18][CH:17]=3)[N:10]=2)=[CH:7][N:6]=[C:5]1[CH3:27])([CH3:3])[CH3:2], predict the reactants needed to synthesize it. The reactants are: [CH:1]([N:4]1[C:8]([C:9]2[CH:14]=[CH:13][N:12]=[C:11]([NH:15][C:16]3[CH:26]=[CH:25][C:19]([C:20]([O:22]CC)=[O:21])=[CH:18][CH:17]=3)[N:10]=2)=[CH:7][N:6]=[C:5]1[CH3:27])([CH3:3])[CH3:2].[OH-].[Na+:29]. (3) Given the product [CH3:1][CH2:2][O:3][C:4]([C:6]1[N:24]([C:25]([O:27][C:28]([CH3:29])([CH3:31])[CH3:30])=[O:26])[C:9]2=[N:10][C:11]([Cl:23])=[C:12]([OH:14])[CH:13]=[C:8]2[CH:7]=1)=[O:5], predict the reactants needed to synthesize it. The reactants are: [CH3:1][CH2:2][O:3][C:4]([C:6]1[N:24]([C:25]([O:27][C:28]([CH3:31])([CH3:30])[CH3:29])=[O:26])[C:9]2=[N:10][C:11]([Cl:23])=[C:12]([O:14]C(=O)C3C=CC=CC=3)[CH:13]=[C:8]2[CH:7]=1)=[O:5].C(=O)([O-])[O-].[K+].[K+].